This data is from Full USPTO retrosynthesis dataset with 1.9M reactions from patents (1976-2016). The task is: Predict the reactants needed to synthesize the given product. (1) Given the product [Cl:1][C:2]1[CH:32]=[CH:31][C:5]([CH2:6][N:7]2[C:15]3[C:10](=[CH:11][C:12](/[CH:16]=[C:17]4/[C:18](=[O:30])[N:19]([CH2:23][C@H:24]5[O:29][CH2:28][CH2:27][N:26]([CH2:40][CH2:39][O:38][CH3:37])[CH2:25]5)[C:20](=[O:22])[S:21]/4)=[CH:13][CH:14]=3)[CH:9]=[N:8]2)=[C:4]([C:33]([F:36])([F:35])[F:34])[CH:3]=1, predict the reactants needed to synthesize it. The reactants are: [Cl:1][C:2]1[CH:32]=[CH:31][C:5]([CH2:6][N:7]2[C:15]3[C:10](=[CH:11][C:12](/[CH:16]=[C:17]4/[C:18](=[O:30])[N:19]([CH2:23][C@H:24]5[O:29][CH2:28][CH2:27][NH:26][CH2:25]5)[C:20](=[O:22])[S:21]/4)=[CH:13][CH:14]=3)[CH:9]=[N:8]2)=[C:4]([C:33]([F:36])([F:35])[F:34])[CH:3]=1.[CH3:37][O:38][CH2:39][CH2:40]Br. (2) Given the product [C:1]([C:3]1[C:4]([CH3:30])=[C:5]([C@@H:10]2[S:15](=[O:16])(=[O:17])[CH2:14][C@@H:13]3[CH2:18][N:19]([C:22]([O:24][C:25]([CH3:27])([CH3:26])[CH3:28])=[O:23])[CH2:20][CH2:21][N:12]3[CH2:11]2)[CH:6]=[CH:7][C:8]=1[F:9])#[N:2], predict the reactants needed to synthesize it. The reactants are: [C:1]([C:3]1[C:4]([CH3:30])=[C:5]([C@@H:10]2[S:15](=[O:17])(=[O:16])[CH2:14][C@@H:13]3[CH2:18][N:19]([C:22]([O:24][C:25]([CH3:28])([CH3:27])[CH3:26])=[O:23])[CH2:20][CH2:21][N+:12]3([O-])[CH2:11]2)[CH:6]=[CH:7][C:8]=1[F:9])#[N:2].C1(P(C2C=CC=CC=2)C2C=CC=CC=2)C=CC=CC=1. (3) Given the product [C:17]([O:21][C:22](=[O:28])[NH:23][CH:24]1[CH2:27][N:26]([CH:13]2[CH2:14][CH2:15][C:10]([C:8]3[CH:7]=[CH:6][C:5]4[O:1][CH2:2][O:3][C:4]=4[CH:9]=3)=[CH:11][CH2:12]2)[CH2:25]1)([CH3:20])([CH3:18])[CH3:19], predict the reactants needed to synthesize it. The reactants are: [O:1]1[C:5]2[CH:6]=[CH:7][C:8]([C:10]3[CH2:15][CH2:14][C:13](=O)[CH2:12][CH:11]=3)=[CH:9][C:4]=2[O:3][CH2:2]1.[C:17]([O:21][C:22](=[O:28])[NH:23][CH:24]1[CH2:27][NH:26][CH2:25]1)([CH3:20])([CH3:19])[CH3:18].[BH-](OC(C)=O)(OC(C)=O)OC(C)=O.[Na+]. (4) The reactants are: C(O[C:4](=[O:11])[C:5]1[CH:10]=[CH:9][CH:8]=[N:7][CH:6]=1)C.[F:12][C:13]1[CH:18]=[CH:17][C:16]([F:19])=[CH:15][C:14]=1[CH2:20][C:21]#[N:22]. Given the product [F:12][C:13]1[CH:18]=[CH:17][C:16]([F:19])=[CH:15][C:14]=1[CH2:20][C:4]([C:5]1[CH:6]=[N:7][CH:8]=[CH:9][CH:10]=1)=[O:11].[F:12][C:13]1[CH:18]=[CH:17][C:16]([F:19])=[CH:15][C:14]=1[CH2:20][CH:21]([NH2:22])[C:5]1[CH:6]=[N:7][CH:8]=[CH:9][CH:10]=1, predict the reactants needed to synthesize it.